Regression/Classification. Given a drug SMILES string, predict its toxicity properties. Task type varies by dataset: regression for continuous values (e.g., LD50, hERG inhibition percentage) or binary classification for toxic/non-toxic outcomes (e.g., AMES mutagenicity, cardiotoxicity, hepatotoxicity). Dataset: herg_karim. From a dataset of hERG potassium channel inhibition data for cardiac toxicity prediction from Karim et al.. (1) The drug is COCCNS(=O)(=O)c1ccc(-c2ccc(CCN3CCC[C@H]3C)cc2)cc1. The result is 1 (blocker). (2) The drug is O[C@H](COc1ccc(Cl)cc1)CN1CCN(Cc2ccc(Cl)cc2)CC1. The result is 1 (blocker). (3) The molecule is O=C1COc2ccc(CNC34CCC(CC5(F)Cn6c(=O)ccc7ncc(F)c5c76)(CC3)OC4)nc2N1. The result is 0 (non-blocker). (4) The result is 0 (non-blocker). The compound is O=C(O)[C@H](Cc1ccccc1)N1CCC(CN2CCC(Oc3ccc(Cl)c(Cl)c3)CC2)CC1. (5) The molecule is Cc1nc2cc(F)ccc2c(=O)n1-c1ccc(OC2CCN(C3CCC3)CC2)cc1. The result is 0 (non-blocker). (6) The molecule is O=C(NC1CCN(Cc2ccc3c(c2)OCO3)CC1)c1cc(=O)c2cc(Cl)c(Cl)cc2o1. The result is 1 (blocker).